Dataset: Full USPTO retrosynthesis dataset with 1.9M reactions from patents (1976-2016). Task: Predict the reactants needed to synthesize the given product. (1) The reactants are: [F:1][C:2]([F:17])([F:16])[C:3]([F:15])([F:14])[C:4]([F:13])([F:12])[C:5]([F:11])([F:10])[C:6]([F:9])([F:8])[F:7]. Given the product [F:1][C:2]([F:16])([F:17])[C:3]([F:14])([F:15])[C:4]([F:12])([F:13])[C:5]([F:11])([F:10])[C:6]([F:9])([F:8])[F:7].[CH2:6]=[CH:5][C:4]([F:12])([F:13])[C:3]([F:14])([F:15])[C:2]([F:1])([F:17])[F:16], predict the reactants needed to synthesize it. (2) Given the product [F:33][C:30]([F:31])([F:32])[C:26]1[CH:25]=[C:24]([N:21]2[CH2:20][CH2:19][N:18]([CH2:17][CH2:16][N:3]3[C:11]4[CH2:10][CH2:9][CH2:8][C:7](=[O:12])[C:6]=4[CH:5]=[CH:4]3)[CH2:23][CH2:22]2)[CH:29]=[CH:28][CH:27]=1, predict the reactants needed to synthesize it. The reactants are: [H-].[Na+].[NH:3]1[C:11]2[CH2:10][CH2:9][CH2:8][C:7](=[O:12])[C:6]=2[CH:5]=[CH:4]1.[H][H].Cl[CH2:16][CH2:17][N:18]1[CH2:23][CH2:22][N:21]([C:24]2[CH:29]=[CH:28][CH:27]=[C:26]([C:30]([F:33])([F:32])[F:31])[CH:25]=2)[CH2:20][CH2:19]1.